Dataset: Peptide-MHC class II binding affinity with 134,281 pairs from IEDB. Task: Regression. Given a peptide amino acid sequence and an MHC pseudo amino acid sequence, predict their binding affinity value. This is MHC class II binding data. (1) The peptide sequence is MGRDIKVQFQSGGAN. The MHC is HLA-DPA10103-DPB10301 with pseudo-sequence HLA-DPA10103-DPB10301. The binding affinity (normalized) is 0.0617. (2) The peptide sequence is GRLQIVDKIDAAFKI. The MHC is DRB1_0701 with pseudo-sequence DRB1_0701. The binding affinity (normalized) is 0.859. (3) The peptide sequence is EDMLEVWNRVWITNN. The MHC is DRB1_0801 with pseudo-sequence DRB1_0801. The binding affinity (normalized) is 0.327. (4) The peptide sequence is NFTVGRIIELFTAKG. The binding affinity (normalized) is 0.472. The MHC is HLA-DQA10501-DQB10201 with pseudo-sequence HLA-DQA10501-DQB10201. (5) The peptide sequence is AAATAGTTVYGAFRA. The MHC is HLA-DPA10103-DPB10401 with pseudo-sequence HLA-DPA10103-DPB10401. The binding affinity (normalized) is 0.119. (6) The peptide sequence is LRYRYGLFKQRIAKE. The MHC is DRB1_1101 with pseudo-sequence DRB1_1101. The binding affinity (normalized) is 0.749. (7) The peptide sequence is QDPNYVCKHTYVDRG. The MHC is DRB3_0101 with pseudo-sequence DRB3_0101. The binding affinity (normalized) is 0.276. (8) The peptide sequence is HLGKLELDFNYCEGT. The MHC is DRB1_1101 with pseudo-sequence DRB1_1101. The binding affinity (normalized) is 0.0540. (9) The peptide sequence is ILPIAEMSVVAMEFG. The MHC is DRB1_0802 with pseudo-sequence DRB1_0802. The binding affinity (normalized) is 0.116. (10) The peptide sequence is PGMAKIPAGELQIID. The MHC is HLA-DQA10501-DQB10301 with pseudo-sequence HLA-DQA10501-DQB10301. The binding affinity (normalized) is 0.562.